Predict the reaction yield, written as a fraction of the theoretical maximum amount of product (1.0 means a 100% yield; for example, 0.34 means a 34% yield). From a dataset of Reaction yield outcomes from USPTO patents with 853,638 reactions. (1) The product is [Br:1][C:2]1[C:7]([O:8][CH3:12])=[CH:6][CH:5]=[CH:4][N:3]=1. The reactants are [Br:1][C:2]1[C:7]([OH:8])=[CH:6][CH:5]=[CH:4][N:3]=1.[H-].[Na+].I[CH3:12].O. The yield is 0.650. The catalyst is CN(C=O)C. (2) The reactants are [CH2:1]([C:3]1[C:11]([CH3:12])=[C:10]2[C:6]([C:7](=[O:13])[O:8][CH2:9]2)=[C:5]([O:14][CH2:15][CH2:16][Si:17]([CH3:20])([CH3:19])[CH3:18])[C:4]=1[CH2:21][CH:22]=[C:23]([CH3:26])[CH:24]=[O:25])[CH3:2].[BH4-].[Li+]. The catalyst is CO.CO.O.C1COCC1. The product is [CH2:1]([C:3]1[C:11]([CH3:12])=[C:10]2[C:6](=[C:5]([O:14][CH2:15][CH2:16][Si:17]([CH3:18])([CH3:19])[CH3:20])[C:4]=1[CH2:21][CH:22]=[C:23]([CH3:26])[CH2:24][OH:25])[C:7](=[O:13])[O:8][CH2:9]2)[CH3:2]. The yield is 0.730. (3) The reactants are [Cl:1][C:2]1[CH:3]=[C:4]([CH:9]([C:12]2[C:17]([CH:18]([CH3:20])[CH3:19])=[C:16]([O:21][CH3:22])[N:15]=[C:14]([O:23][CH3:24])[N:13]=2)C#N)[CH:5]=[C:6]([Cl:8])[CH:7]=1.[H-].[Na+].CN(C=[O:31])C. No catalyst specified. The product is [Cl:1][C:2]1[CH:3]=[C:4]([C:9]([C:12]2[C:17]([CH:18]([CH3:20])[CH3:19])=[C:16]([O:21][CH3:22])[N:15]=[C:14]([O:23][CH3:24])[N:13]=2)=[O:31])[CH:5]=[C:6]([Cl:8])[CH:7]=1. The yield is 0.800. (4) The reactants are Br[C:2]1[CH:16]=[CH:15][C:5]([CH2:6][O:7][C:8]2[CH:13]=[CH:12][CH:11]=[C:10]([CH3:14])[N:9]=2)=[CH:4][CH:3]=1.C([Li])CCC.CN(C)[CH:24]=[O:25].O. The catalyst is O1CCCC1.C(OCC)(=O)C. The product is [CH3:14][C:10]1[N:9]=[C:8]([O:7][CH2:6][C:5]2[CH:15]=[CH:16][C:2]([CH:24]=[O:25])=[CH:3][CH:4]=2)[CH:13]=[CH:12][CH:11]=1. The yield is 0.700. (5) The reactants are [CH2:1]([O:8][C:9]([CH:11]1[CH2:16][O:15][C:14]([CH2:18]I)([CH3:17])[CH2:13][N:12]1[CH2:20][C:21]1[CH:26]=[CH:25][CH:24]=[CH:23][CH:22]=1)=[O:10])[C:2]1[CH:7]=[CH:6][CH:5]=[CH:4][CH:3]=1.C([SnH](CCCC)CCCC)CCC.CC(N=NC(C#N)(C)C)(C#N)C. The catalyst is C1(C)C=CC=CC=1. The product is [CH2:1]([O:8][C:9]([CH:11]1[CH2:16][O:15][C:14]([CH3:18])([CH3:17])[CH2:13][N:12]1[CH2:20][C:21]1[CH:22]=[CH:23][CH:24]=[CH:25][CH:26]=1)=[O:10])[C:2]1[CH:3]=[CH:4][CH:5]=[CH:6][CH:7]=1. The yield is 0.850. (6) The reactants are Cl.[CH:2]1[C:11]2[C:6](=[CH:7][CH:8]=[CH:9][CH:10]=2)[CH:5]=[CH:4][C:3]=1[CH2:12][C:13]([OH:15])=[O:14].[CH2:16](O)[CH3:17]. No catalyst specified. The product is [CH:2]1[C:11]2[C:6](=[CH:7][CH:8]=[CH:9][CH:10]=2)[CH:5]=[CH:4][C:3]=1[CH2:12][C:13]([O:15][CH2:16][CH3:17])=[O:14]. The yield is 0.990. (7) The catalyst is CC(C)=O. The yield is 0.500. The product is [CH3:23][O:1][C:2]1[CH:3]=[C:4]2[C:9](=[C:10]([O:12][CH3:13])[CH:11]=1)[O:8][CH:7]([C:14]([F:17])([F:15])[F:16])[C:6]([C:18]([O:20][CH2:21][CH3:22])=[O:19])=[CH:5]2. The reactants are [OH:1][C:2]1[CH:3]=[C:4]2[C:9](=[C:10]([O:12][CH3:13])[CH:11]=1)[O:8][CH:7]([C:14]([F:17])([F:16])[F:15])[C:6]([C:18]([O:20][CH2:21][CH3:22])=[O:19])=[CH:5]2.[C:23]([O-])([O-])=O.[K+].[K+]. (8) The reactants are [F:1][C:2]1[CH:3]=[C:4]([CH2:8][CH:9]([C:13]2[CH:18]=[CH:17][C:16]([S:19]([CH3:22])(=[O:21])=[O:20])=[CH:15][CH:14]=2)[C:10](O)=[O:11])[CH:5]=[CH:6][CH:7]=1.[NH2:23][C:24]1[N:25]=[CH:26][C:27]([CH2:30][O:31][C:32](=[O:34])[CH3:33])=[N:28][CH:29]=1.CCN=C=NCCCN(C)C.Cl. The catalyst is C(Cl)Cl.CN(C1C=CN=CC=1)C. The product is [F:1][C:2]1[CH:3]=[C:4]([CH2:8][CH:9]([C:13]2[CH:18]=[CH:17][C:16]([S:19]([CH3:22])(=[O:21])=[O:20])=[CH:15][CH:14]=2)[C:10]([NH:23][C:24]2[N:25]=[CH:26][C:27]([CH2:30][O:31][C:32](=[O:34])[CH3:33])=[N:28][CH:29]=2)=[O:11])[CH:5]=[CH:6][CH:7]=1. The yield is 0.480. (9) The reactants are [N:1]1([C:12]([O:14][CH2:15][C:16]2[CH:21]=[CH:20][CH:19]=[CH:18][CH:17]=2)=[O:13])[CH2:6][CH2:5][CH2:4][CH:3]([C:7]([O:9][CH2:10][CH3:11])=[O:8])[CH2:2]1.[CH3:22][Si]([N-][Si](C)(C)C)(C)C.[Li+].CI.[Cl-].[NH4+]. The catalyst is C1COCC1. The product is [CH3:22][C:3]1([C:7]([O:9][CH2:10][CH3:11])=[O:8])[CH2:4][CH2:5][CH2:6][N:1]([C:12]([O:14][CH2:15][C:16]2[CH:21]=[CH:20][CH:19]=[CH:18][CH:17]=2)=[O:13])[CH2:2]1. The yield is 0.980.